From a dataset of Full USPTO retrosynthesis dataset with 1.9M reactions from patents (1976-2016). Predict the reactants needed to synthesize the given product. (1) Given the product [C:18]([C:15]1[CH:16]=[CH:17][C:12]([S:9]([NH:8][C:7]2[C:2]([N:28]3[CH:27]=[C:26]([N+:23]([O-:25])=[O:24])[CH:30]=[N:29]3)=[N:3][CH:4]=[C:5]([Cl:22])[CH:6]=2)(=[O:11])=[O:10])=[CH:13][CH:14]=1)([CH3:21])([CH3:20])[CH3:19], predict the reactants needed to synthesize it. The reactants are: Br[C:2]1[C:7]([NH:8][S:9]([C:12]2[CH:17]=[CH:16][C:15]([C:18]([CH3:21])([CH3:20])[CH3:19])=[CH:14][CH:13]=2)(=[O:11])=[O:10])=[CH:6][C:5]([Cl:22])=[CH:4][N:3]=1.[N+:23]([C:26]1[CH:27]=[N:28][NH:29][CH:30]=1)([O-:25])=[O:24].CN[C@@H]1CCCC[C@H]1NC.C(=O)([O-])[O-].[Cs+].[Cs+]. (2) Given the product [C:1]([O:5][C:6]([NH:8][CH2:9][CH2:10][C:11]1[CH:19]=[CH:18][C:14]([C:15]([O:17][CH2:32][CH3:33])=[O:16])=[CH:13][CH:12]=1)=[O:7])([CH3:4])([CH3:2])[CH3:3], predict the reactants needed to synthesize it. The reactants are: [C:1]([O:5][C:6]([NH:8][CH2:9][CH2:10][C:11]1[CH:19]=[CH:18][C:14]([C:15]([OH:17])=[O:16])=[CH:13][CH:12]=1)=[O:7])([CH3:4])([CH3:3])[CH3:2].CN(C=O)C.C(=O)([O-])[O-].[K+].[K+].I[CH2:32][CH3:33].